This data is from Catalyst prediction with 721,799 reactions and 888 catalyst types from USPTO. The task is: Predict which catalyst facilitates the given reaction. (1) Reactant: [F:1][C:2]1[CH:3]=[C:4]([C:9]2[CH2:10][CH2:11][N:12](C(OC(C)(C)C)=O)[CH2:13][CH:14]=2)[CH:5]=[CH:6][C:7]=1[F:8].[ClH:22]. Product: [ClH:22].[F:1][C:2]1[CH:3]=[C:4]([C:9]2[CH2:14][CH2:13][NH:12][CH2:11][CH:10]=2)[CH:5]=[CH:6][C:7]=1[F:8]. The catalyst class is: 13. (2) Reactant: [OH-].[Na+].C[O:4][C:5](=[O:52])[C:6]1[CH:11]=[C:10]([CH2:12][N:13]2[CH2:19][CH2:18][CH2:17][C@H:16]([N:20]([CH2:27][C:28]3[CH:33]=[C:32]([C:34]([F:37])([F:36])[F:35])[CH:31]=[C:30]([C:38]([F:41])([F:40])[F:39])[CH:29]=3)[C:21]3[N:22]=[N:23][N:24]([CH3:26])[N:25]=3)[C:15]3[CH:42]=[C:43]([CH3:50])[C:44]([C:46]([F:49])([F:48])[F:47])=[CH:45][C:14]2=3)[CH:9]=[CH:8][C:7]=1[F:51].Cl. Product: [F:37][C:34]([F:35])([F:36])[C:32]1[CH:33]=[C:28]([CH:29]=[C:30]([C:38]([F:39])([F:40])[F:41])[CH:31]=1)[CH2:27][N:20]([C:21]1[N:22]=[N:23][N:24]([CH3:26])[N:25]=1)[C@H:16]1[CH2:17][CH2:18][CH2:19][N:13]([CH2:12][C:10]2[CH:9]=[CH:8][C:7]([F:51])=[C:6]([CH:11]=2)[C:5]([OH:52])=[O:4])[C:14]2[CH:45]=[C:44]([C:46]([F:47])([F:48])[F:49])[C:43]([CH3:50])=[CH:42][C:15]1=2. The catalyst class is: 5. (3) Reactant: [ClH:1].[C:2]1([CH:8]([N:14]2[CH2:19][CH2:18][S:17][CH2:16][CH2:15]2)[C:9]([O:11]CC)=[O:10])[CH:7]=[CH:6][CH:5]=[CH:4][CH:3]=1. Product: [ClH:1].[C:2]1([CH:8]([N:14]2[CH2:15][CH2:16][S:17][CH2:18][CH2:19]2)[C:9]([OH:11])=[O:10])[CH:7]=[CH:6][CH:5]=[CH:4][CH:3]=1. The catalyst class is: 12. (4) Reactant: [Br:1][C:2]1[CH:10]=[CH:9][C:8]([C:11]([NH2:13])=O)=[C:7]2[C:3]=1[C:4]([CH3:15])=[C:5]([CH3:14])[NH:6]2.P(Cl)(Cl)(Cl)=O. Product: [Br:1][C:2]1[CH:10]=[CH:9][C:8]([C:11]#[N:13])=[C:7]2[C:3]=1[C:4]([CH3:15])=[C:5]([CH3:14])[NH:6]2. The catalyst class is: 1. (5) Reactant: [Si:1]([O:18][CH:19]1[CH2:24][CH:23]2[CH:21]([CH:22]2[C:25]2[N:29]([CH:30]([CH3:32])[CH3:31])[N:28]=[C:27](C(O)=O)[CH:26]=2)[CH2:20]1)([C:14]([CH3:17])([CH3:16])[CH3:15])([C:8]1[CH:13]=[CH:12][CH:11]=[CH:10][CH:9]=1)[C:2]1[CH:7]=[CH:6][CH:5]=[CH:4][CH:3]=1.C([N:39]([CH:42](C)C)CC)(C)C.[CH2:45]([OH:52])[C:46]1[CH:51]=[CH:50][CH:49]=[CH:48][CH:47]=1.P(N=[N+]=[N-])(=O)(OC1C=CC=CC=1)[O:54]C1C=CC=CC=1. Product: [Si:1]([O:18][CH:19]1[CH2:20][CH:21]2[CH:23]([CH:22]2[C:25]2[N:29]([CH:30]([CH3:32])[CH3:31])[N:28]=[C:27]([NH:39][C:42](=[O:54])[O:52][CH2:45][C:46]3[CH:51]=[CH:50][CH:49]=[CH:48][CH:47]=3)[CH:26]=2)[CH2:24]1)([C:14]([CH3:17])([CH3:15])[CH3:16])([C:8]1[CH:9]=[CH:10][CH:11]=[CH:12][CH:13]=1)[C:2]1[CH:7]=[CH:6][CH:5]=[CH:4][CH:3]=1. The catalyst class is: 11. (6) Reactant: [CH2:1]([O:3][C:4]([C:6]1[C:7](=[O:11])[NH:8][NH:9][CH:10]=1)=[O:5])[CH3:2].C(=O)([O-])[O-].[K+].[K+].Br[CH2:19][CH:20](Br)[CH3:21]. Product: [CH2:1]([O:3][C:4]([C:6]1[CH:10]=[N:9][N:8]2[CH2:21][CH2:20][CH2:19][O:11][C:7]=12)=[O:5])[CH3:2]. The catalyst class is: 9.